From a dataset of Catalyst prediction with 721,799 reactions and 888 catalyst types from USPTO. Predict which catalyst facilitates the given reaction. (1) Reactant: [C:1]([O:5][C:6](=[O:22])[NH:7][C@@H:8]([C:12](=[NH:21])[NH:13][CH2:14][C:15]1[CH:20]=[CH:19][CH:18]=[CH:17][CH:16]=1)[CH:9]([CH3:11])[CH3:10])([CH3:4])([CH3:3])[CH3:2].[CH:23](=[C:25]([C:30](OC)=[O:31])[C:26]([O:28][CH3:29])=[O:27])[CH3:24]. Product: [CH3:29][O:28][C:26]([CH:25]1[C:30](=[O:31])[N:13]([CH2:14][C:15]2[CH:16]=[CH:17][CH:18]=[CH:19][CH:20]=2)[C:12]([CH:8]([NH:7][C:6]([O:5][C:1]([CH3:3])([CH3:4])[CH3:2])=[O:22])[CH:9]([CH3:11])[CH3:10])=[N:21][CH:23]1[CH3:24])=[O:27]. The catalyst class is: 5. (2) Reactant: Cl[C:2]1[N:7]=[C:6]([C:8]2[S:12][C:11]([C:13]([CH3:16])([CH3:15])[CH3:14])=[N:10][C:9]=2[C:17]2[C:18]([F:24])=[C:19]([CH:21]=[CH:22][CH:23]=2)[NH2:20])[CH:5]=[CH:4][N:3]=1.[NH4+:25].[OH-].O1CCOCC1. Product: [NH2:20][C:19]1[C:18]([F:24])=[C:17]([C:9]2[N:10]=[C:11]([C:13]([CH3:16])([CH3:15])[CH3:14])[S:12][C:8]=2[C:6]2[CH:5]=[CH:4][N:3]=[C:2]([NH2:25])[N:7]=2)[CH:23]=[CH:22][CH:21]=1. The catalyst class is: 6. (3) Reactant: C([O:4][C@H:5]1[CH2:22][CH2:21][C@@:20]2([CH3:23])[C@@H:7]([CH2:8][CH2:9][C@:10]3([CH3:50])[C@@H:19]2[CH2:18][CH2:17][C@H:16]2[C@@:11]3([CH3:49])[CH2:12][CH2:13][C@@:14]3([C:30]([N:32]4[CH2:36][CH2:35][CH2:34][CH:33]4[C:37]4[NH:38][C:39]([C:42]5[CH:47]=[CH:46][C:45]([Cl:48])=[CH:44][CH:43]=5)=[CH:40][N:41]=4)=[O:31])[CH2:26][CH2:25][C@@H:24]([C:27]([CH3:29])=[CH2:28])[C@@H:15]32)[C:6]1([CH3:52])[CH3:51])(=O)C.C(=O)([O-])[O-].[K+].[K+]. Product: [Cl:48][C:45]1[CH:44]=[CH:43][C:42]([C:39]2[NH:38][C:37]([CH:33]3[CH2:34][CH2:35][CH2:36][N:32]3[C:30]([C@:14]34[CH2:26][CH2:25][C@@H:24]([C:27]([CH3:29])=[CH2:28])[C@@H:15]3[C@@H:16]3[C@@:11]([CH3:49])([CH2:12][CH2:13]4)[C@@:10]4([CH3:50])[C@@H:19]([C@:20]5([CH3:23])[C@@H:7]([CH2:8][CH2:9]4)[C:6]([CH3:51])([CH3:52])[C@@H:5]([OH:4])[CH2:22][CH2:21]5)[CH2:18][CH2:17]3)=[O:31])=[N:41][CH:40]=2)=[CH:47][CH:46]=1. The catalyst class is: 36. (4) Reactant: C([O:4][C@@H:5]1[CH:11]=[CH:10][C@H:9]([N:12]2[C:16]3[N:17]=[C:18]([S:31][CH2:32][CH2:33][CH3:34])[N:19]=[C:20]([NH:21][C@@H:22]4[CH2:24][C@H:23]4[C:25]4[CH:30]=[CH:29][CH:28]=[CH:27][CH:26]=4)[C:15]=3[N:14]=[N:13]2)[C:6]21[CH2:8][CH2:7]2)(=O)C.C(=O)([O-])[O-].[K+].[K+]. Product: [CH2:32]([S:31][C:18]1[N:19]=[C:20]([NH:21][C@@H:22]2[CH2:24][C@H:23]2[C:25]2[CH:26]=[CH:27][CH:28]=[CH:29][CH:30]=2)[C:15]2[N:14]=[N:13][N:12]([C@@H:9]3[C:6]4([CH2:7][CH2:8]4)[C@H:5]([OH:4])[CH:11]=[CH:10]3)[C:16]=2[N:17]=1)[CH2:33][CH3:34]. The catalyst class is: 5. (5) Reactant: [CH2:1]([C:8]1[CH:13]=[CH:12][C:11]([NH2:14])=[CH:10][CH:9]=1)[C:2]1[CH:7]=[CH:6][CH:5]=[CH:4][CH:3]=1.[F:15][C:16]1[CH:24]=[C:23]([CH:25]=[O:26])[CH:22]=[CH:21][C:17]=1[C:18](O)=[O:19].C(N(CC)C(C)C)C.CN(C(ON1N=NC2C=CC=CC1=2)=[N+](C)C)C.F[P-](F)(F)(F)(F)F. Product: [CH2:1]([C:8]1[CH:9]=[CH:10][C:11]([NH:14][C:18](=[O:19])[C:17]2[CH:21]=[CH:22][C:23]([CH:25]=[O:26])=[CH:24][C:16]=2[F:15])=[CH:12][CH:13]=1)[C:2]1[CH:3]=[CH:4][CH:5]=[CH:6][CH:7]=1. The catalyst class is: 31.